This data is from Catalyst prediction with 721,799 reactions and 888 catalyst types from USPTO. The task is: Predict which catalyst facilitates the given reaction. (1) Reactant: [Cl:1][C:2]1[N:7]=[C:6](Cl)[CH:5]=[CH:4][N:3]=1.[NH:9]1[C:17]2[C:12](=[CH:13][CH:14]=[CH:15][CH:16]=2)[CH2:11][CH2:10]1. Product: [ClH:1].[Cl:1][C:2]1[N:7]=[C:6]([N:9]2[C:17]3[C:12](=[CH:13][CH:14]=[CH:15][CH:16]=3)[CH2:11][CH2:10]2)[CH:5]=[CH:4][N:3]=1. The catalyst class is: 33. (2) Reactant: [OH:1][C:2]1[CH:11]=[CH:10][C:5]2[C:6](=[O:9])[CH2:7][O:8][C:4]=2[C:3]=1[C:12]([OH:14])=O.O.ON1C2C=CC=CC=2N=N1.Cl.C(N=C=NCCCN(C)C)C.[C:38]([N:45]1[CH2:50][CH2:49][NH:48][CH2:47][CH2:46]1)([O:40][C:41]([CH3:44])([CH3:43])[CH3:42])=[O:39]. Product: [OH:1][C:2]1[CH:11]=[CH:10][C:5]2[C:6](=[O:9])[CH2:7][O:8][C:4]=2[C:3]=1[C:12]([N:48]1[CH2:47][CH2:46][N:45]([C:38]([O:40][C:41]([CH3:44])([CH3:43])[CH3:42])=[O:39])[CH2:50][CH2:49]1)=[O:14]. The catalyst class is: 34.